From a dataset of Forward reaction prediction with 1.9M reactions from USPTO patents (1976-2016). Predict the product of the given reaction. (1) The product is: [Br:1][C:2]1[CH:3]=[C:4]([CH:12]([CH3:14])[CH3:13])[C:5]([O:10][CH3:11])=[C:6]([CH:15]([O:19][CH2:20][CH3:21])[O:22][CH2:23][CH3:24])[CH:9]=1. Given the reactants [Br:1][C:2]1[CH:3]=[C:4]([CH:12]([CH3:14])[CH3:13])[C:5]([O:10][CH3:11])=[C:6]([CH:9]=1)C=O.[CH:15]([O:22][CH2:23][CH3:24])([O:19][CH2:20][CH3:21])OCC, predict the reaction product. (2) The product is: [Br:1][C:2]1[CH:3]=[C:4]([C:16]([OH:18])=[O:17])[C:5]2[CH:6]=[N:7][N:8]([CH:11]3[CH2:15][CH2:14][CH2:13][CH2:12]3)[C:9]=2[CH:10]=1. Given the reactants [Br:1][C:2]1[CH:3]=[C:4]([C:16]([O:18]C)=[O:17])[C:5]2[CH:6]=[N:7][N:8]([CH:11]3[CH2:15][CH2:14][CH2:13][CH2:12]3)[C:9]=2[CH:10]=1.[OH-].[Na+], predict the reaction product. (3) The product is: [Cl:2][C:3]1[C:12]2[C:7](=[CH:8][CH:9]=[CH:10][CH:11]=2)[CH:6]=[CH:5][C:4]=1[NH:13][CH2:14][CH2:15][NH:16][CH2:23][C:21]1[O:22][C:18]([CH3:17])=[CH:19][CH:20]=1. Given the reactants [Cl-].[Cl:2][C:3]1[C:12]2[C:7](=[CH:8][CH:9]=[CH:10][CH:11]=2)[CH:6]=[CH:5][C:4]=1[NH:13][CH2:14][CH2:15][NH3+:16].[CH3:17][C:18]1[O:22][C:21]([CH:23]=O)=[CH:20][CH:19]=1, predict the reaction product. (4) Given the reactants Br[C:2]1[C:7]([O:8][CH2:9][C:10]([OH:12])=[O:11])=[CH:6][CH:5]=[C:4]([C:13]([OH:15])=[O:14])[N+:3]=1[O-:16].Cl.[OH-:18].[K+], predict the reaction product. The product is: [OH:16][N:3]1[C:4]([C:13]([OH:15])=[O:14])=[CH:5][CH:6]=[C:7]([O:8][CH2:9][C:10]([OH:12])=[O:11])[C:2]1=[O:18]. (5) Given the reactants [C:1]([O:5][C:6](=[O:43])[NH:7][CH2:8][C@H:9]1[CH2:14][CH2:13][C@H:12]([C:15](=[O:42])[NH:16][C@H:17]([C:28]2[NH:29][CH:30]=[C:31]([C:33]3[CH:38]=[CH:37][C:36]([C:39]#[N:40])=[C:35]([F:41])[CH:34]=3)[N:32]=2)[CH2:18][C:19]2[CH:24]=[CH:23][CH:22]=[CH:21][C:20]=2[N+:25]([O-])=O)[CH2:11][CH2:10]1)([CH3:4])([CH3:3])[CH3:2].[C:44]1([CH2:50][C:51](O)=[O:52])[CH:49]=[CH:48][CH:47]=[CH:46][CH:45]=1.N1C=CC=CC=1.C1C=CC2N(O)N=NC=2C=1.CCN=C=NCCCN(C)C, predict the reaction product. The product is: [C:1]([O:5][C:6](=[O:43])[NH:7][CH2:8][C@H:9]1[CH2:14][CH2:13][C@H:12]([C:15](=[O:42])[NH:16][C@H:17]([C:28]2[NH:29][CH:30]=[C:31]([C:33]3[CH:38]=[CH:37][C:36]([C:39]#[N:40])=[C:35]([F:41])[CH:34]=3)[N:32]=2)[CH2:18][C:19]2[CH:24]=[CH:23][CH:22]=[CH:21][C:20]=2[NH:25][C:51](=[O:52])[CH2:50][C:44]2[CH:49]=[CH:48][CH:47]=[CH:46][CH:45]=2)[CH2:11][CH2:10]1)([CH3:4])([CH3:3])[CH3:2]. (6) Given the reactants [Br:1][C:2]1[CH:11]=[C:10]2[C:5]([C:6](=[O:12])[CH2:7][O:8][CH2:9]2)=[CH:4][CH:3]=1.C[N+:14]1([O-])[CH2:19]COCC1.[CH3:21][Si:22](C#N)([CH3:24])[CH3:23], predict the reaction product. The product is: [Br:1][C:2]1[CH:11]=[C:10]2[C:5]([C:6]([O:12][Si:22]([CH3:24])([CH3:23])[CH3:21])([C:19]#[N:14])[CH2:7][O:8][CH2:9]2)=[CH:4][CH:3]=1.